This data is from Full USPTO retrosynthesis dataset with 1.9M reactions from patents (1976-2016). The task is: Predict the reactants needed to synthesize the given product. (1) Given the product [CH2:1]([N:8]([CH2:28][C@@H:29]([C:31]1[CH:36]=[CH:35][CH:34]=[C:33]([Cl:37])[CH:32]=1)[OH:30])[CH2:9][CH2:10][CH2:11][C:12]1[CH:13]=[CH:14][C:15]([S:18]([C:21]2[CH:22]=[C:23]([CH:24]=[CH:25][CH:26]=2)[O:27][C:45]2[CH:52]=[CH:51][CH:50]=[CH:49][C:46]=2[CH:47]=[O:48])(=[O:19])=[O:20])=[CH:16][CH:17]=1)[C:2]1[CH:3]=[CH:4][CH:5]=[CH:6][CH:7]=1, predict the reactants needed to synthesize it. The reactants are: [CH2:1]([N:8]([CH2:28][C@@H:29]([C:31]1[CH:36]=[CH:35][CH:34]=[C:33]([Cl:37])[CH:32]=1)[OH:30])[CH2:9][CH2:10][CH2:11][C:12]1[CH:17]=[CH:16][C:15]([S:18]([C:21]2[CH:22]=[C:23]([OH:27])[CH:24]=[CH:25][CH:26]=2)(=[O:20])=[O:19])=[CH:14][CH:13]=1)[C:2]1[CH:7]=[CH:6][CH:5]=[CH:4][CH:3]=1.C(=O)([O-])[O-].[K+].[K+].F[C:45]1[CH:52]=[CH:51][CH:50]=[CH:49][C:46]=1[CH:47]=[O:48]. (2) Given the product [ClH:23].[Cl:28][CH2:18][C:17]1[C:8]([C:4]2[CH:5]=[CH:6][CH:7]=[C:2]([F:1])[CH:3]=2)=[N:9][C:10]2[C:15]([CH:16]=1)=[CH:14][CH:13]=[CH:12][C:11]=2[O:20][CH3:21], predict the reactants needed to synthesize it. The reactants are: [F:1][C:2]1[CH:3]=[C:4]([C:8]2[C:17]([CH2:18]O)=[CH:16][C:15]3[C:10](=[C:11]([O:20][CH3:21])[CH:12]=[CH:13][CH:14]=3)[N:9]=2)[CH:5]=[CH:6][CH:7]=1.C(Cl)(Cl)[Cl:23].S(Cl)([Cl:28])=O. (3) The reactants are: [N+:1]([C:4]1[CH:5]=[C:6]([CH:10]([N:12]2[CH2:17][CH2:16][O:15][CH2:14][CH2:13]2)[CH3:11])[CH:7]=[CH:8][CH:9]=1)([O-])=O. Given the product [N:12]1([CH:10]([C:6]2[CH:5]=[C:4]([NH2:1])[CH:9]=[CH:8][CH:7]=2)[CH3:11])[CH2:17][CH2:16][O:15][CH2:14][CH2:13]1, predict the reactants needed to synthesize it. (4) Given the product [CH3:1][N:2]1[CH2:6][CH2:5][C@@H:4]([NH:7][C:8](=[O:47])[C@H:9]([CH:44]([CH3:46])[CH3:45])[CH2:10][C@H:11]([OH:36])[C@@H:12]([N:33]=[N+:34]=[N-:35])[CH2:13][C@H:14]([CH2:18][C:19]2[CH:24]=[CH:23][C:22]([O:25][CH3:26])=[C:21]([O:27][CH2:28][CH2:29][CH2:30][O:31][CH3:32])[CH:20]=2)[CH:15]([CH3:17])[CH3:16])[CH2:3]1, predict the reactants needed to synthesize it. The reactants are: [CH3:1][N:2]1[CH2:6][CH2:5][C@@H:4]([NH:7][C:8](=[O:47])[C@H:9]([CH:44]([CH3:46])[CH3:45])[CH2:10][C@H:11]([O:36][Si](C(C)(C)C)(C)C)[C@@H:12]([N:33]=[N+:34]=[N-:35])[CH2:13][C@H:14]([CH2:18][C:19]2[CH:24]=[CH:23][C:22]([O:25][CH3:26])=[C:21]([O:27][CH2:28][CH2:29][CH2:30][O:31][CH3:32])[CH:20]=2)[CH:15]([CH3:17])[CH3:16])[CH2:3]1.CCCC[N+](CCCC)(CCCC)CCCC.[F-].O. (5) Given the product [N:9]1[C:10]([C:18]([O:20][CH2:21][CH3:22])=[O:19])=[CH:11][N:12]2[CH2:17][CH2:16][N:15]([C:28]([O:27][C:24]([CH3:26])([CH3:25])[CH3:23])=[O:29])[CH2:14][C:13]=12, predict the reactants needed to synthesize it. The reactants are: CCN(CC)CC.Cl.[N:9]1[C:10]([C:18]([O:20][CH2:21][CH3:22])=[O:19])=[CH:11][N:12]2[CH2:17][CH2:16][NH:15][CH2:14][C:13]=12.[CH3:23][C:24]([O:27][C:28](O[C:28]([O:27][C:24]([CH3:26])([CH3:25])[CH3:23])=[O:29])=[O:29])([CH3:26])[CH3:25]. (6) Given the product [C:4]([O:8][C:9]([N:11]1[CH2:15][CH2:14][C:13]([C:23]([C:25]2[CH:26]=[C:27]3[C:31](=[CH:32][CH:33]=2)[N:30]([S:34]([C:37]2[CH:38]=[CH:39][CH:40]=[CH:41][CH:42]=2)(=[O:36])=[O:35])[CH:29]=[C:28]3[C:2]#[N:3])=[O:24])([CH2:16][C:17]2[CH:18]=[CH:19][CH:20]=[CH:21][CH:22]=2)[CH2:12]1)=[O:10])([CH3:7])([CH3:5])[CH3:6], predict the reactants needed to synthesize it. The reactants are: [Cu][C:2]#[N:3].[C:4]([O:8][C:9]([N:11]1[CH2:15][CH2:14][C:13]([C:23]([C:25]2[CH:26]=[C:27]3[C:31](=[CH:32][CH:33]=2)[N:30]([S:34]([C:37]2[CH:42]=[CH:41][CH:40]=[CH:39][CH:38]=2)(=[O:36])=[O:35])[CH:29]=[C:28]3I)=[O:24])([CH2:16][C:17]2[CH:22]=[CH:21][CH:20]=[CH:19][CH:18]=2)[CH2:12]1)=[O:10])([CH3:7])([CH3:6])[CH3:5]. (7) Given the product [C:9]([C:8]([C:6]1[N:7]=[C:2]([NH:13][C:14]2[S:15][C:16]([C:22]3[C:23]([F:33])=[CH:24][C:25]([C:29]([OH:32])([CH3:30])[CH3:31])=[CH:26][C:27]=3[F:28])=[CH:17][C:18]=2[C:19]([NH2:21])=[O:20])[CH:3]=[CH:4][CH:5]=1)([CH3:12])[CH3:11])#[N:10], predict the reactants needed to synthesize it. The reactants are: Br[C:2]1[N:7]=[C:6]([C:8]([CH3:12])([CH3:11])[C:9]#[N:10])[CH:5]=[CH:4][CH:3]=1.[NH2:13][C:14]1[S:15][C:16]([C:22]2[C:27]([F:28])=[CH:26][C:25]([C:29]([OH:32])([CH3:31])[CH3:30])=[CH:24][C:23]=2[F:33])=[CH:17][C:18]=1[C:19]([NH2:21])=[O:20].